From a dataset of NCI-60 drug combinations with 297,098 pairs across 59 cell lines. Regression. Given two drug SMILES strings and cell line genomic features, predict the synergy score measuring deviation from expected non-interaction effect. (1) Cell line: SK-MEL-5. Drug 1: C1=CN(C(=O)N=C1N)C2C(C(C(O2)CO)O)O.Cl. Drug 2: C1CN(CCN1C(=O)CCBr)C(=O)CCBr. Synergy scores: CSS=30.7, Synergy_ZIP=-10.9, Synergy_Bliss=-3.08, Synergy_Loewe=-7.23, Synergy_HSA=2.57. (2) Drug 1: C1CN1P(=S)(N2CC2)N3CC3. Drug 2: C1CC(C1)(C(=O)O)C(=O)O.[NH2-].[NH2-].[Pt+2]. Cell line: NCI-H522. Synergy scores: CSS=22.7, Synergy_ZIP=-7.15, Synergy_Bliss=-2.66, Synergy_Loewe=-0.247, Synergy_HSA=1.50. (3) Drug 1: CC1=C(C=C(C=C1)C(=O)NC2=CC(=CC(=C2)C(F)(F)F)N3C=C(N=C3)C)NC4=NC=CC(=N4)C5=CN=CC=C5. Drug 2: C1=NC2=C(N=C(N=C2N1C3C(C(C(O3)CO)O)F)Cl)N. Cell line: EKVX. Synergy scores: CSS=-7.41, Synergy_ZIP=1.28, Synergy_Bliss=-2.13, Synergy_Loewe=-7.52, Synergy_HSA=-8.50. (4) Drug 2: CN(C)C1=NC(=NC(=N1)N(C)C)N(C)C. Cell line: UO-31. Drug 1: C1=C(C(=O)NC(=O)N1)F. Synergy scores: CSS=25.3, Synergy_ZIP=0.472, Synergy_Bliss=-0.835, Synergy_Loewe=-12.3, Synergy_HSA=-2.04. (5) Drug 1: C1=CC(=CC=C1CC(C(=O)O)N)N(CCCl)CCCl.Cl. Drug 2: C1CC(C1)(C(=O)O)C(=O)O.[NH2-].[NH2-].[Pt+2]. Cell line: DU-145. Synergy scores: CSS=43.6, Synergy_ZIP=1.52, Synergy_Bliss=0.00944, Synergy_Loewe=-1.34, Synergy_HSA=-1.35. (6) Drug 1: C1=C(C(=O)NC(=O)N1)N(CCCl)CCCl. Drug 2: CCC1=C2CN3C(=CC4=C(C3=O)COC(=O)C4(CC)O)C2=NC5=C1C=C(C=C5)O. Cell line: MDA-MB-435. Synergy scores: CSS=14.4, Synergy_ZIP=-2.68, Synergy_Bliss=1.41, Synergy_Loewe=-22.0, Synergy_HSA=-2.42. (7) Drug 1: C1CN(CCN1C(=O)CCBr)C(=O)CCBr. Drug 2: C1=NNC2=C1C(=O)NC=N2. Cell line: NCI-H226. Synergy scores: CSS=3.40, Synergy_ZIP=-1.44, Synergy_Bliss=-0.656, Synergy_Loewe=-1.46, Synergy_HSA=-0.995.